Dataset: Forward reaction prediction with 1.9M reactions from USPTO patents (1976-2016). Task: Predict the product of the given reaction. (1) Given the reactants C1(P(C2C=CC=CC=2)[C:8]2[CH:22]=[CH:21][CH:20]=[CH:19][C:9]=2[C:10](O[C@@H](/C=C/C)CC)=O)C=CC=CC=1.[CH:29]([Mg]Br)(C)C.C(O[CH2:37][CH3:38])C, predict the reaction product. The product is: [CH3:10][C@H:9]([CH2:19][CH:37]([CH3:38])[CH3:29])/[CH:8]=[CH:22]/[CH2:21][CH3:20]. (2) Given the reactants [I:1][C:2]1[CH:7]=[CH:6][C:5]([C@H:8]2[C@@H:13]([NH2:14])[CH2:12][CH2:11][O:10][CH2:9]2)=[CH:4][CH:3]=1.N12CCCN=C1CCCCC2.[CH3:26][CH:27]([S:29](Cl)(=[O:31])=[O:30])[CH3:28], predict the reaction product. The product is: [I:1][C:2]1[CH:7]=[CH:6][C:5]([C@H:8]2[C@@H:13]([NH:14][S:29]([CH:27]([CH3:28])[CH3:26])(=[O:31])=[O:30])[CH2:12][CH2:11][O:10][CH2:9]2)=[CH:4][CH:3]=1. (3) Given the reactants Cl.[CH2:2]([O:9][C:10]1[CH:19]=[CH:18][CH:17]=[C:16]2[C:11]=1[CH2:12][CH2:13][CH2:14][CH:15]2[C:20]([N:22]([C:29]1[CH:30]=[N:31][C:32]([CH:35]([CH3:37])[CH3:36])=[CH:33][CH:34]=1)[CH2:23][C:24]1[CH:25]=[N:26][NH:27][CH:28]=1)=[O:21])[C:3]1[CH:8]=[CH:7][CH:6]=[CH:5][CH:4]=1.Br[CH2:39][CH2:40][CH2:41][CH2:42][CH2:43][CH2:44][C:45]([O:47][CH2:48][CH3:49])=[O:46], predict the reaction product. The product is: [CH2:2]([O:9][C:10]1[CH:19]=[CH:18][CH:17]=[C:16]2[C:11]=1[CH2:12][CH2:13][CH2:14][CH:15]2[C:20]([N:22]([CH2:23][C:24]1[CH:25]=[N:26][N:27]([CH2:39][CH2:40][CH2:41][CH2:42][CH2:43][CH2:44][C:45]([O:47][CH2:48][CH3:49])=[O:46])[CH:28]=1)[C:29]1[CH:30]=[N:31][C:32]([CH:35]([CH3:37])[CH3:36])=[CH:33][CH:34]=1)=[O:21])[C:3]1[CH:8]=[CH:7][CH:6]=[CH:5][CH:4]=1.